Dataset: Reaction yield outcomes from USPTO patents with 853,638 reactions. Task: Predict the reaction yield, written as a fraction of the theoretical maximum amount of product (1.0 means a 100% yield; for example, 0.34 means a 34% yield). (1) The reactants are [ClH:1].Cl.C1(NC2C=C(N3CCNCC3)C=CN=2)CCCC1.C1(N[C:27]2[CH:32]=[C:31]([N:33]3[CH2:38][CH2:37][N:36]([C:39]([O:41][C:42]([CH3:45])([CH3:44])[CH3:43])=[O:40])[CH2:35][CH2:34]3)[CH:30]=[CH:29][N:28]=2)CCCC1. The catalyst is C(O)=O.Cl. The product is [C:42]([O:41][C:39]([N:36]1[CH2:37][CH2:38][N:33]([C:31]2[CH:30]=[CH:29][N:28]=[C:27]([Cl:1])[CH:32]=2)[CH2:34][CH2:35]1)=[O:40])([CH3:45])([CH3:44])[CH3:43]. The yield is 0.930. (2) The reactants are O=S1(=O)C2C=CC=CC=2N=C(CCl)N1C.[CH3:16][N:17]1[CH:21]=[C:20]([C:22]2[CH:27]=[CH:26][N:25]=[CH:24][CH:23]=2)[C:19]([C:28]2[CH:33]=[CH:32][C:31]([OH:34])=[CH:30][CH:29]=2)=[N:18]1.C(=O)([O-])[O-].[Cs+].[Cs+].Cl[CH2:42][C:43]1[N:52]([CH3:53])[C:51](=[O:54])[C:50]2[C:45](=[CH:46][CH:47]=[CH:48][CH:49]=2)[N:44]=1. The catalyst is CN(C=O)C.CN(C=O)C.C1COCC1. The product is [CH3:53][N:52]1[C:51](=[O:54])[C:50]2[C:45](=[CH:46][CH:47]=[CH:48][CH:49]=2)[N:44]=[C:43]1[CH2:42][O:34][C:31]1[CH:32]=[CH:33][C:28]([C:19]2[C:20]([C:22]3[CH:23]=[CH:24][N:25]=[CH:26][CH:27]=3)=[CH:21][N:17]([CH3:16])[N:18]=2)=[CH:29][CH:30]=1. The yield is 0.843.